This data is from Full USPTO retrosynthesis dataset with 1.9M reactions from patents (1976-2016). The task is: Predict the reactants needed to synthesize the given product. (1) Given the product [F:1][C:2]1[CH:3]=[C:4]([C@@H:9]([NH:11][C:12]([C:13]2[C:14]([NH:19][C@H:20]([C:23]3[CH:28]=[CH:27][CH:26]=[CH:25][CH:24]=3)[CH2:21][O:22][C:31]3[CH:32]=[CH:33][C:34]([N+:40]([O-:42])=[O:41])=[C:35]([CH:39]=3)[C:36]([OH:38])=[O:37])=[N:15][CH:16]=[CH:17][CH:18]=2)=[O:29])[CH3:10])[CH:5]=[CH:6][C:7]=1[F:8], predict the reactants needed to synthesize it. The reactants are: [F:1][C:2]1[CH:3]=[C:4]([C@@H:9]([NH:11][C:12](=[O:29])[C:13]2[CH:18]=[CH:17][CH:16]=[N:15][C:14]=2[NH:19][C@H:20]([C:23]2[CH:28]=[CH:27][CH:26]=[CH:25][CH:24]=2)[CH2:21][OH:22])[CH3:10])[CH:5]=[CH:6][C:7]=1[F:8].F[C:31]1[CH:32]=[CH:33][C:34]([N+:40]([O-:42])=[O:41])=[C:35]([CH:39]=1)[C:36]([OH:38])=[O:37].[H-].[Na+]. (2) The reactants are: F[C:2]1[CH:7]=[CH:6][C:5]([C:8]2[O:9][C:10]3[CH:16]=[CH:15][CH:14]=[CH:13][C:11]=3[N:12]=2)=[CH:4][C:3]=1[N+:17]([O-:19])=[O:18].C(N(CC)CC)C.N[CH:28]1[CH2:33][CH2:32][CH2:31][CH2:30][O:29]1. Given the product [O:9]1[C:10]2[CH:16]=[CH:15][CH:14]=[CH:13][C:11]=2[N:12]=[C:8]1[C:5]1[CH:6]=[CH:7][C:2]([CH:32]2[CH2:31][CH2:30][O:29][CH2:28][CH2:33]2)=[C:3]([N+:17]([O-:19])=[O:18])[CH:4]=1, predict the reactants needed to synthesize it. (3) Given the product [CH:2]([C:3]1([CH2:7][O:8][C@H:9]2[CH2:14][CH2:13][C@H:12]([N:15]3[C:20](=[O:21])[C:19]([CH2:22][C:23]4[CH:24]=[CH:25][C:26]([C:29]5[C:30]([C:35]#[N:36])=[CH:31][CH:32]=[CH:33][CH:34]=5)=[CH:27][CH:28]=4)=[C:18]([CH2:37][CH2:38][CH3:39])[N:17]4[N:40]=[CH:41][N:42]=[C:16]34)[CH2:11][CH2:10]2)[CH2:6][CH2:5][CH2:4]1)=[O:1], predict the reactants needed to synthesize it. The reactants are: [OH:1][CH2:2][C:3]1([CH2:7][O:8][C@H:9]2[CH2:14][CH2:13][C@H:12]([N:15]3[C:20](=[O:21])[C:19]([CH2:22][C:23]4[CH:28]=[CH:27][C:26]([C:29]5[C:30]([C:35]#[N:36])=[CH:31][CH:32]=[CH:33][CH:34]=5)=[CH:25][CH:24]=4)=[C:18]([CH2:37][CH2:38][CH3:39])[N:17]4[N:40]=[CH:41][N:42]=[C:16]34)[CH2:11][CH2:10]2)[CH2:6][CH2:5][CH2:4]1.C(N(CC)CC)C.Cl.